From a dataset of Forward reaction prediction with 1.9M reactions from USPTO patents (1976-2016). Predict the product of the given reaction. (1) The product is: [CH3:26][C:27]1[N:13]([CH2:14][C:15]2[C:24]3[C:19](=[CH:20][CH:21]=[CH:22][CH:23]=3)[CH:18]=[CH:17][CH:16]=2)[C:11]2=[N:12][C:7]([N:4]3[CH2:5][CH2:6][O:1][CH2:2][CH2:3]3)=[CH:8][CH:9]=[C:10]2[N:25]=1. Given the reactants [O:1]1[CH2:6][CH2:5][N:4]([C:7]2[N:12]=[C:11]([NH:13][CH2:14][C:15]3[C:24]4[C:19](=[CH:20][CH:21]=[CH:22][CH:23]=4)[CH:18]=[CH:17][CH:16]=3)[C:10]([NH2:25])=[CH:9][CH:8]=2)[CH2:3][CH2:2]1.[CH3:26][C:27](O)=O, predict the reaction product. (2) The product is: [Cl:1][C:2]1[CH:10]=[CH:9][CH:8]=[CH:7][C:3]=1[C:4]([NH:20][CH2:19][CH:18]([CH:15]1[CH2:14][CH2:13][C:12]([F:31])([F:11])[CH2:17][CH2:16]1)[C:21]1[CH:26]=[N:25][C:24]([C:27]([F:28])([F:29])[F:30])=[N:23][CH:22]=1)=[O:6]. Given the reactants [Cl:1][C:2]1[CH:10]=[CH:9][CH:8]=[CH:7][C:3]=1[C:4]([OH:6])=O.[F:11][C:12]1([F:31])[CH2:17][CH2:16][CH:15]([CH:18]([C:21]2[CH:22]=[N:23][C:24]([C:27]([F:30])([F:29])[F:28])=[N:25][CH:26]=2)[CH2:19][NH2:20])[CH2:14][CH2:13]1, predict the reaction product. (3) Given the reactants [BrH:1].[CH2:2]([NH:9][CH2:10][C@H:11]1[CH2:20][CH2:19][C:18]2[C:13](=[CH:14][CH:15]=[CH:16][CH:17]=2)[O:12]1)[C:3]1[CH:8]=[CH:7][CH:6]=[CH:5][CH:4]=1.BrBr, predict the reaction product. The product is: [CH2:2]([NH:9][CH2:10][C@H:11]1[CH2:20][CH2:19][C:18]2[C:13](=[CH:14][CH:15]=[C:16]([Br:1])[CH:17]=2)[O:12]1)[C:3]1[CH:4]=[CH:5][CH:6]=[CH:7][CH:8]=1. (4) Given the reactants [CH2:1]([NH2:4])[CH2:2][NH2:3].Cl.Br[C:7]1[CH:12]=[CH:11][N:10]=[CH:9][CH:8]=1.C(=O)([O-])[O-].[K+].[K+], predict the reaction product. The product is: [N:10]1[CH:11]=[CH:12][C:7]([NH:3][CH2:2][CH2:1][NH2:4])=[CH:8][CH:9]=1. (5) Given the reactants Cl[C:2]1[N:7]=[C:6]([Cl:8])[CH:5]=[CH:4][N:3]=1.[F:9][C:10]([F:22])([F:21])[O:11][C:12]1[CH:17]=[CH:16][C:15](B(O)O)=[CH:14][CH:13]=1, predict the reaction product. The product is: [Cl:8][C:6]1[CH:5]=[CH:4][N:3]=[C:2]([C:15]2[CH:14]=[CH:13][C:12]([O:11][C:10]([F:9])([F:21])[F:22])=[CH:17][CH:16]=2)[N:7]=1.